Dataset: Catalyst prediction with 721,799 reactions and 888 catalyst types from USPTO. Task: Predict which catalyst facilitates the given reaction. (1) The catalyst class is: 53. Product: [C:1]([O:4][C:5]1[C:14]([CH3:15])=[C:13]2[C:8]([C:9]([CH3:18])=[C:10]([CH2:17][Br:19])[C:11](=[O:16])[O:12]2)=[CH:7][CH:6]=1)(=[O:3])[CH3:2]. Reactant: [C:1]([O:4][C:5]1[C:14]([CH3:15])=[C:13]2[C:8]([C:9]([CH3:18])=[C:10]([CH3:17])[C:11](=[O:16])[O:12]2)=[CH:7][CH:6]=1)(=[O:3])[CH3:2].[Br:19]N1C(=O)CCC1=O.C(OOC(=O)C1C=CC=CC=1)(=O)C1C=CC=CC=1. (2) Reactant: [OH:1][C:2]1[CH:11]=[CH:10][C:5]([C:6]([O:8][CH3:9])=[O:7])=[CH:4][C:3]=1I.C[CH2:14][N:15](C(C)C)C(C)C.ClC(OCC1C=CC=CC=1)=O. Product: [C:14]([C:3]1[CH:4]=[C:5]([CH:10]=[CH:11][C:2]=1[OH:1])[C:6]([O:8][CH3:9])=[O:7])#[N:15]. The catalyst class is: 1. (3) Reactant: [C:1]([O:5][C:6]([NH:8][C@H:9]1[CH2:14][NH:13][C@@H:12]([CH2:15][C:16]([O:18][CH2:19][CH3:20])=[O:17])[CH2:11][CH2:10]1)=[O:7])([CH3:4])([CH3:3])[CH3:2].C(N(CC)C(C)C)(C)C.[CH2:30](Br)[C:31]1[CH:36]=[CH:35][CH:34]=[CH:33][CH:32]=1. Product: [CH2:30]([N:13]1[CH2:14][C@H:9]([NH:8][C:6]([O:5][C:1]([CH3:4])([CH3:3])[CH3:2])=[O:7])[CH2:10][CH2:11][C@@H:12]1[CH2:15][C:16]([O:18][CH2:19][CH3:20])=[O:17])[C:31]1[CH:36]=[CH:35][CH:34]=[CH:33][CH:32]=1. The catalyst class is: 10. (4) Reactant: [CH:1]1([CH2:4][O:5][C:6]2[CH:7]=[C:8]([CH:12]=[CH:13][C:14]=2[CH2:15][NH:16][S:17]([CH3:20])(=[O:19])=[O:18])[C:9]([OH:11])=[O:10])[CH2:3][CH2:2]1.C1N=CN(C(N2C=NC=C2)=O)C=1.[CH2:33](O)[CH:34]=[CH2:35]. Product: [CH:1]1([CH2:4][O:5][C:6]2[CH:7]=[C:8]([CH:12]=[CH:13][C:14]=2[CH2:15][NH:16][S:17]([CH3:20])(=[O:19])=[O:18])[C:9]([O:11][CH2:35][CH:34]=[CH2:33])=[O:10])[CH2:3][CH2:2]1. The catalyst class is: 10. (5) The catalyst class is: 7. Reactant: CC(C)([O-])C.[K+].[Cl:7][C:8]1[CH:13]=[CH:12][C:11]([Cl:14])=[CH:10][C:9]=1[OH:15].[CH2:16]([O:18][C:19](=[O:24])[CH:20]=[C:21](Cl)[CH3:22])[CH3:17]. Product: [CH2:16]([O:18][C:19](=[O:24])/[CH:20]=[C:21](/[O:15][C:9]1[CH:10]=[C:11]([Cl:14])[CH:12]=[CH:13][C:8]=1[Cl:7])\[CH3:22])[CH3:17]. (6) Reactant: [Cl:1][C:2]1[CH:3]=[C:4]2[C:10]([NH2:11])=[CH:9][NH:8][C:5]2=[N:6][CH:7]=1.CN(C(ON1N=NC2C=CC=NC1=2)=[N+](C)C)C.F[P-](F)(F)(F)(F)F.[CH2:36]([N:43]1[CH:47]=[C:46]([C:48](O)=[O:49])[CH:45]=[N:44]1)[C:37]1[CH:42]=[CH:41][CH:40]=[CH:39][CH:38]=1.CCN(C(C)C)C(C)C. Product: [Cl:1][C:2]1[CH:3]=[C:4]2[C:10]([NH:11][C:48]([C:46]3[CH:45]=[N:44][N:43]([CH2:36][C:37]4[CH:42]=[CH:41][CH:40]=[CH:39][CH:38]=4)[CH:47]=3)=[O:49])=[CH:9][NH:8][C:5]2=[N:6][CH:7]=1. The catalyst class is: 10. (7) Reactant: Cl.Cl.[NH:3]1[CH2:6][CH:5]([N:7]2[C:11]3=[N:12][CH:13]=[N:14][C:15]([NH2:16])=[C:10]3[C:9]([C:17]3[CH:22]=[CH:21][C:20]([Cl:23])=[CH:19][CH:18]=3)=[N:8]2)[CH2:4]1.N1C=CC=CC=1.[CH2:30]([N:32]=[C:33]=[O:34])[CH3:31].CN(C)C=O. Product: [CH2:30]([NH:32][C:33]([N:3]1[CH2:4][CH:5]([N:7]2[C:11]3=[N:12][CH:13]=[N:14][C:15]([NH2:16])=[C:10]3[C:9]([C:17]3[CH:22]=[CH:21][C:20]([Cl:23])=[CH:19][CH:18]=3)=[N:8]2)[CH2:6]1)=[O:34])[CH3:31]. The catalyst class is: 38. (8) Reactant: [CH3:1][C:2]([CH3:30])([CH3:29])[C:3]([C:5]1[C:13]2[C:8](=[N:9][CH:10]=[C:11]([O:14][C:15]3[CH:20]=[CH:19][CH:18]=[CH:17][CH:16]=3)[N:12]=2)[N:7](COCC[Si](C)(C)C)[CH:6]=1)=[O:4].FC(F)(F)C(O)=O.O.O.O.C([O-])(=O)C.[Na+]. Product: [CH3:1][C:2]([CH3:30])([CH3:29])[C:3]([C:5]1[C:13]2[C:8](=[N:9][CH:10]=[C:11]([O:14][C:15]3[CH:20]=[CH:19][CH:18]=[CH:17][CH:16]=3)[N:12]=2)[NH:7][CH:6]=1)=[O:4]. The catalyst class is: 4. (9) Reactant: [Cl:1][C:2]1[N:10]=[CH:9][CH:8]=[CH:7][C:3]=1C(O)=[O:5].[C:11]([CH2:13][NH:14][C:15]([C@@H:17]1[CH2:22][CH2:21][CH2:20][CH2:19][C@H:18]1[CH2:23][S:24]([C:27]1[CH:32]=[CH:31][C:30]([S:33][CH2:34][CH2:35][NH2:36])=[CH:29][CH:28]=1)(=[O:26])=[O:25])=[O:16])#[N:12].C(N(C(C)C)CC)(C)C. Product: [S:24]([OH:25])(=[O:26])(=[O:5])[CH3:27].[C:11]([CH2:13][NH:14][C:15]([C@@H:17]1[CH2:22][CH2:21][CH2:20][CH2:19][C@H:18]1[CH2:23][S:24]([C:27]1[CH:32]=[CH:31][C:30]([S:33][CH2:34][CH2:35][NH:36][C:3]2[C:2]([Cl:1])=[N:10][CH:9]=[CH:8][CH:7]=2)=[CH:29][CH:28]=1)(=[O:25])=[O:26])=[O:16])#[N:12]. The catalyst class is: 7. (10) Reactant: [N+:1]([C:4]1[CH:13]=[CH:12][C:7]2[N:8]=[C:9]([NH2:11])[S:10][C:6]=2[CH:5]=1)([O-:3])=[O:2].Br[CH2:15][C:16](=O)[C:17]([O:19][CH2:20][CH3:21])=[O:18].N. Product: [N+:1]([C:4]1[CH:13]=[CH:12][C:7]2[N:8]3[CH:15]=[C:16]([C:17]([O:19][CH2:20][CH3:21])=[O:18])[N:11]=[C:9]3[S:10][C:6]=2[CH:5]=1)([O-:3])=[O:2]. The catalyst class is: 18.